The task is: Predict the reactants needed to synthesize the given product.. This data is from Full USPTO retrosynthesis dataset with 1.9M reactions from patents (1976-2016). (1) Given the product [CH3:1][O:2][C:3](=[O:19])[CH:4]([NH:8][C:9](=[O:18])[C:10]1[C:11]([Cl:17])=[CH:12][CH:13]=[CH:14][C:15]=1[Cl:16])[CH2:5]/[CH:6]=[CH:7]/[C:21]1[CH:22]=[CH:23][C:24]([N:27]([C:34]2[CH:39]=[CH:38][CH:37]=[CH:36][CH:35]=2)[C:28]2[N:33]=[CH:32][CH:31]=[CH:30][N:29]=2)=[CH:25][CH:26]=1, predict the reactants needed to synthesize it. The reactants are: [CH3:1][O:2][C:3](=[O:19])[CH:4]([NH:8][C:9](=[O:18])[C:10]1[C:15]([Cl:16])=[CH:14][CH:13]=[CH:12][C:11]=1[Cl:17])[CH2:5][CH:6]=[CH2:7].Br[C:21]1[CH:26]=[CH:25][C:24]([N:27]([C:34]2[CH:39]=[CH:38][CH:37]=[CH:36][CH:35]=2)[C:28]2[N:33]=[CH:32][CH:31]=[CH:30][N:29]=2)=[CH:23][CH:22]=1. (2) Given the product [Cl:1][C:2]1[CH:3]=[C:4]([N+:12]([O-:14])=[O:13])[C:5]([CH3:11])=[C:6]([CH:10]=1)[C:7]([O:9][CH3:15])=[O:8], predict the reactants needed to synthesize it. The reactants are: [Cl:1][C:2]1[CH:3]=[C:4]([N+:12]([O-:14])=[O:13])[C:5]([CH3:11])=[C:6]([CH:10]=1)[C:7]([OH:9])=[O:8].[C:15](=O)([O-])[O-].[Na+].[Na+].CI.O. (3) Given the product [OH:3][CH:1]([C:4]1[C:9]([C:10]2[CH:15]=[CH:14][CH:13]=[CH:12][CH:11]=2)=[N:8][N:7]([C:16]2[CH:21]=[CH:20][CH:19]=[CH:18][CH:17]=2)[C:6](=[O:22])[CH:5]=1)[CH3:2], predict the reactants needed to synthesize it. The reactants are: [C:1]([C:4]1[C:9]([C:10]2[CH:15]=[CH:14][CH:13]=[CH:12][CH:11]=2)=[N:8][N:7]([C:16]2[CH:21]=[CH:20][CH:19]=[CH:18][CH:17]=2)[C:6](=[O:22])[CH:5]=1)(=[O:3])[CH3:2].